Task: Regression. Given two drug SMILES strings and cell line genomic features, predict the synergy score measuring deviation from expected non-interaction effect.. Dataset: NCI-60 drug combinations with 297,098 pairs across 59 cell lines Drug 1: CC1=C(C=C(C=C1)NC2=NC=CC(=N2)N(C)C3=CC4=NN(C(=C4C=C3)C)C)S(=O)(=O)N.Cl. Drug 2: C#CCC(CC1=CN=C2C(=N1)C(=NC(=N2)N)N)C3=CC=C(C=C3)C(=O)NC(CCC(=O)O)C(=O)O. Cell line: PC-3. Synergy scores: CSS=36.8, Synergy_ZIP=-2.04, Synergy_Bliss=-4.23, Synergy_Loewe=-78.2, Synergy_HSA=-3.30.